This data is from Forward reaction prediction with 1.9M reactions from USPTO patents (1976-2016). The task is: Predict the product of the given reaction. (1) Given the reactants [Cl:1][C:2]1[N:7]=[C:6]2[CH:8]=[N:9][CH:10]=[CH:11][C:5]2=[N:4][C:3]=1[N:12]1[CH2:17][CH2:16][CH:15]([O:18][C:19]2[CH:24]=[CH:23][C:22]([F:25])=[CH:21][C:20]=2[F:26])[CH2:14][CH2:13]1.[CH2:27](Br)[C:28]1[CH:33]=[CH:32][CH:31]=[CH:30][CH:29]=1.C(O[BH-](OC(=O)C)OC(=O)C)(=O)C.[Na+], predict the reaction product. The product is: [CH2:27]([N:9]1[CH2:10][CH2:11][C:5]2[C:6](=[N:7][C:2]([Cl:1])=[C:3]([N:12]3[CH2:17][CH2:16][CH:15]([O:18][C:19]4[CH:24]=[CH:23][C:22]([F:25])=[CH:21][C:20]=4[F:26])[CH2:14][CH2:13]3)[N:4]=2)[CH2:8]1)[C:28]1[CH:33]=[CH:32][CH:31]=[CH:30][CH:29]=1. (2) Given the reactants [O:1]1[CH2:6][CH2:5][N:4]([CH2:7][CH2:8][O:9][C:10]2[CH:15]=[CH:14][CH:13]=[CH:12][C:11]=2[CH:16]([C:20]2[CH:25]=[CH:24][C:23]([O:26][CH3:27])=[C:22]([O:28][CH3:29])[CH:21]=2)[CH2:17][CH2:18][OH:19])[CH2:3][CH2:2]1.C(N(CC)CC)C.[CH3:37][S:38](Cl)(=[O:40])=[O:39], predict the reaction product. The product is: [CH3:37][S:38]([O:19][CH2:18][CH2:17][CH:16]([C:11]1[CH:12]=[CH:13][CH:14]=[CH:15][C:10]=1[O:9][CH2:8][CH2:7][N:4]1[CH2:3][CH2:2][O:1][CH2:6][CH2:5]1)[C:20]1[CH:25]=[CH:24][C:23]([O:26][CH3:27])=[C:22]([O:28][CH3:29])[CH:21]=1)(=[O:40])=[O:39]. (3) Given the reactants Cl[C:2]1[CH:11]=[N:10][C:9]2[C:4](=[CH:5][CH:6]=[CH:7][CH:8]=2)[N:3]=1.[CH3:12][N:13]1[CH2:18][CH2:17][NH:16][CH2:15][CH2:14]1, predict the reaction product. The product is: [CH3:12][N:13]1[CH2:18][CH2:17][N:16]([C:2]2[CH:11]=[N:10][C:9]3[C:4](=[CH:5][CH:6]=[CH:7][CH:8]=3)[N:3]=2)[CH2:15][CH2:14]1.